Dataset: Forward reaction prediction with 1.9M reactions from USPTO patents (1976-2016). Task: Predict the product of the given reaction. (1) Given the reactants [CH:1]1([CH2:7][N:8]2[C:12]3[CH:13]=[CH:14][C:15]([NH:17][S:18]([C:21]4[CH:26]=[CH:25][CH:24]=[CH:23][CH:22]=4)(=[O:20])=[O:19])=[CH:16][C:11]=3[N:10]=[C:9]2[C:27]2([CH3:30])[CH2:29][CH2:28]2)[CH2:6][CH2:5][CH2:4][CH2:3][CH2:2]1.[H-].[Na+].IC.[C:35](O)(C(F)(F)F)=O, predict the reaction product. The product is: [CH:1]1([CH2:7][N:8]2[C:12]3[CH:13]=[CH:14][C:15]([N:17]([CH3:35])[S:18]([C:21]4[CH:22]=[CH:23][CH:24]=[CH:25][CH:26]=4)(=[O:20])=[O:19])=[CH:16][C:11]=3[N:10]=[C:9]2[C:27]2([CH3:30])[CH2:29][CH2:28]2)[CH2:2][CH2:3][CH2:4][CH2:5][CH2:6]1. (2) Given the reactants [BH4-].[Na+].[F:3][C:4]1[C:9]([F:10])=[C:8]([C:11](N2C=CN=C2)=[O:12])[CH:7]=[CH:6][C:5]=1[CH2:18][CH2:19][C:20]1[N:21]=[C:22]([NH:25][C:26](=[O:28])[CH3:27])[S:23][CH:24]=1.[Cl-].[NH4+], predict the reaction product. The product is: [F:3][C:4]1[C:9]([F:10])=[C:8]([CH2:11][OH:12])[CH:7]=[CH:6][C:5]=1[CH2:18][CH2:19][C:20]1[N:21]=[C:22]([NH:25][C:26](=[O:28])[CH3:27])[S:23][CH:24]=1. (3) Given the reactants [NH2:1][C:2]1[N:3]=[CH:4][C:5]([C:8]2[C:9]([F:19])=[C:10]([OH:18])[C:11]([CH:14]3[CH2:17][CH2:16][CH2:15]3)=[CH:12][CH:13]=2)=[N:6][CH:7]=1.Br[CH2:21][CH2:22][C:23]1[CH:31]=[CH:30][C:26]([C:27]([OH:29])=[O:28])=[CH:25][CH:24]=1.CC([O-])(C)C.[K+], predict the reaction product. The product is: [NH2:1][C:2]1[N:3]=[CH:4][C:5]([C:8]2[C:9]([F:19])=[C:10]([C:11]([CH:14]3[CH2:15][CH2:16][CH2:17]3)=[CH:12][CH:13]=2)[O:18][CH2:21][CH2:22][C:23]2[CH:31]=[CH:30][C:26]([C:27]([OH:29])=[O:28])=[CH:25][CH:24]=2)=[N:6][CH:7]=1. (4) Given the reactants [F:1][C:2]1[CH:7]=[C:6]([F:8])[CH:5]=[CH:4][C:3]=1[N:9]1[C:17](=[O:18])[C:16]2[C@H:15]3[C:19]([CH3:21])([CH3:20])[C@:12]([CH3:22])([CH2:13][CH2:14]3)[C:11]=2[NH:10]1.[CH2:23](Br)[C:24]1[CH:29]=[CH:28][CH:27]=[CH:26][CH:25]=1, predict the reaction product. The product is: [CH2:23]([N:10]1[C:11]2[C@:12]3([CH3:22])[C:19]([CH3:21])([CH3:20])[C@@H:15]([CH2:14][CH2:13]3)[C:16]=2[C:17](=[O:18])[N:9]1[C:3]1[CH:4]=[CH:5][C:6]([F:8])=[CH:7][C:2]=1[F:1])[C:24]1[CH:29]=[CH:28][CH:27]=[CH:26][CH:25]=1. (5) Given the reactants [F:1][C:2]1[CH:3]=[C:4]([CH:20]=[CH:21][CH:22]=1)[C:5]([N:7]1[CH2:11][CH2:10][C:9]([C:12]2[CH:13]=[C:14]([CH:17]=[CH:18][CH:19]=2)[C:15]#N)=[N:8]1)=[O:6].CCOC(C)=O, predict the reaction product. The product is: [F:1][C:2]1[CH:3]=[C:4]([C:5]([N:7]2[CH2:11][CH2:10][C:9]([C:12]3[CH:13]=[C:14]([CH3:15])[CH:17]=[CH:18][CH:19]=3)=[N:8]2)=[O:6])[CH:20]=[CH:21][CH:22]=1. (6) Given the reactants Cl[C:2]1[CH:7]=[C:6]([C:8]2[CH:9]=[CH:10][C:11]([O:16][CH2:17][CH:18]3[CH2:20][CH2:19]3)=[C:12]([CH:15]=2)[C:13]#[N:14])[CH:5]=[CH:4][N:3]=1.Cl.[NH:22]1[CH:26]=[C:25]([NH2:27])[CH:24]=[N:23]1.C[Si]([N-][Si](C)(C)C)(C)C.[Li+].C1COCC1, predict the reaction product. The product is: [CH:18]1([CH2:17][O:16][C:11]2[CH:10]=[CH:9][C:8]([C:6]3[CH:5]=[CH:4][N:3]=[C:2]([NH:27][C:25]4[CH:26]=[N:22][NH:23][CH:24]=4)[CH:7]=3)=[CH:15][C:12]=2[C:13]#[N:14])[CH2:20][CH2:19]1. (7) Given the reactants [CH2:1]([S:8]([NH:11][C:12]([CH:14]1[CH2:19][CH2:18][NH:17][CH2:16][CH2:15]1)=[O:13])(=[O:10])=[O:9])[C:2]1[CH:7]=[CH:6][CH:5]=[CH:4][CH:3]=1.[CH2:20]([O:22][C:23](=[O:50])[C:24]1[CH:29]=[C:28]([C:30]#[N:31])[C:27](OS(C)(=O)=O)=[N:26][C:25]=1[CH2:37][O:38][CH2:39][C:40]1[CH:45]=[CH:44][C:43]([O:46][CH3:47])=[C:42]([O:48][CH3:49])[CH:41]=1)[CH3:21].Cl, predict the reaction product. The product is: [CH2:20]([O:22][C:23](=[O:50])[C:24]1[CH:29]=[C:28]([C:30]#[N:31])[C:27]([N:17]2[CH2:18][CH2:19][CH:14]([C:12](=[O:13])[NH:11][S:8]([CH2:1][C:2]3[CH:3]=[CH:4][CH:5]=[CH:6][CH:7]=3)(=[O:9])=[O:10])[CH2:15][CH2:16]2)=[N:26][C:25]=1[CH2:37][O:38][CH2:39][C:40]1[CH:45]=[CH:44][C:43]([O:46][CH3:47])=[C:42]([O:48][CH3:49])[CH:41]=1)[CH3:21]. (8) Given the reactants [C:1]([O:5][CH:6]([C:12]1[C:16](B2OC(C)(C)C(C)(C)O2)=[C:15]([CH3:26])[S:14][C:13]=1[CH3:27])[C:7]([O:9][CH2:10][CH3:11])=[O:8])([CH3:4])([CH3:3])[CH3:2].FC(F)(F)S(OC1CCC2(OCCO2)CC=1)(=O)=O.C(OC(C1[C:61]([C:62]2[CH2:71][CH2:70][C:65]3(OCCO3)[CH2:64][CH:63]=2)=C(C)SC=1C)C(OCC)=O)(C)(C)C, predict the reaction product. The product is: [C:1]([O:5][CH:6]([C:12]1[C:16]([C:61]2[CH2:62][CH2:71][CH2:70][CH2:65][CH2:64][CH:63]=2)=[C:15]([CH3:26])[S:14][C:13]=1[CH3:27])[C:7]([O:9][CH2:10][CH3:11])=[O:8])([CH3:2])([CH3:3])[CH3:4]. (9) Given the reactants [CH3:1][C:2]1([CH3:16])[C:6]([CH3:7])=[CH:5][CH2:4][CH:3]1[C:8]1[CH2:15][CH2:14][C:11]2([O:13][CH2:12]2)[CH2:10][CH:9]=1.B(F)(F)F.CCOCC, predict the reaction product. The product is: [CH3:1][C:2]1([CH3:16])[C:6]([CH3:7])=[CH:5][CH2:4][CH:3]1[C:8]1[CH2:15][CH2:14][CH:11]([CH:12]=[O:13])[CH2:10][CH:9]=1.